This data is from Reaction yield outcomes from USPTO patents with 853,638 reactions. The task is: Predict the reaction yield, written as a fraction of the theoretical maximum amount of product (1.0 means a 100% yield; for example, 0.34 means a 34% yield). (1) The product is [Cl:1][C:2]1[CH:3]=[CH:4][C:5]([O:6][CH2:7][CH:8]2[CH2:13][N:12]([C:26]([C:25]3[CH:29]=[CH:30][CH:31]=[C:23]([C:19]4[O:18][CH:22]=[CH:21][CH:20]=4)[CH:24]=3)=[O:27])[CH2:11][C:10]([F:15])([F:14])[CH2:9]2)=[CH:16][CH:17]=1. The yield is 0.820. The catalyst is C1COCC1.CN(C)C1C=CN=CC=1.C(OCC)(=O)C. The reactants are [Cl:1][C:2]1[CH:17]=[CH:16][C:5]([O:6][CH2:7][CH:8]2[CH2:13][NH:12][CH2:11][C:10]([F:15])([F:14])[CH2:9]2)=[CH:4][CH:3]=1.[O:18]1[CH:22]=[CH:21][CH:20]=[C:19]1[C:23]1[CH:24]=[C:25]([CH:29]=[CH:30][CH:31]=1)[C:26](O)=[O:27].Cl.CN(C)CCCN=C=NCC.C(N(CC)C(C)C)(C)C. (2) The reactants are [CH:1]([C:4]1[N:5]=[C:6](O)[C:7]2[S:12][CH:11]=[CH:10][C:8]=2[N:9]=1)([CH3:3])[CH3:2].[NH4+].[OH-].O=P(Cl)(Cl)[Cl:18]. The catalyst is C(Cl)(Cl)Cl. The product is [Cl:18][C:6]1[C:7]2[S:12][CH:11]=[CH:10][C:8]=2[N:9]=[C:4]([CH:1]([CH3:3])[CH3:2])[N:5]=1. The yield is 0.990. (3) The reactants are [Br:1][C:2]1[CH:7]=[CH:6][C:5]([N+:8]([O-:10])=[O:9])=[C:4](F)[CH:3]=1.[NH2:12][C@H:13]([C:15]([OH:17])=[O:16])[CH3:14].C(=O)([O-])[O-].[K+].[K+].Cl. The catalyst is C(O)C.O. The product is [Br:1][C:2]1[CH:7]=[CH:6][C:5]([N+:8]([O-:10])=[O:9])=[C:4]([NH:12][C@H:13]([C:15]([OH:17])=[O:16])[CH3:14])[CH:3]=1. The yield is 1.00.